From a dataset of Reaction yield outcomes from USPTO patents with 853,638 reactions. Predict the reaction yield, written as a fraction of the theoretical maximum amount of product (1.0 means a 100% yield; for example, 0.34 means a 34% yield). (1) The reactants are [Cl:1][C:2]1[CH:7]=[CH:6][C:5]([C:8]2[NH:9][CH:10]=[CH:11][N:12]=2)=[CH:4][CH:3]=1.[H-].[Na+].[C:15]1([S:21](Cl)(=[O:23])=[O:22])[CH:20]=[CH:19][CH:18]=[CH:17][CH:16]=1. The catalyst is C1COCC1. The product is [Cl:1][C:2]1[CH:3]=[CH:4][C:5]([C:8]2[N:12]([S:21]([C:15]3[CH:20]=[CH:19][CH:18]=[CH:17][CH:16]=3)(=[O:23])=[O:22])[CH:11]=[CH:10][N:9]=2)=[CH:6][CH:7]=1. The yield is 0.549. (2) The reactants are [N:1]1[C:10]2[C:5](=[CH:6][CH:7]=[CH:8][CH:9]=2)[C:4]([O:11][C@H:12]2[CH2:17][CH2:16][C@H:15]([CH:18]([NH2:21])[CH2:19][CH3:20])[CH2:14][CH2:13]2)=[CH:3][CH:2]=1.C1C=CC2N(O)N=NC=2C=1.C(Cl)CCl.[Cl:36][C:37]1[CH:45]=[CH:44][C:40]([C:41](O)=[O:42])=[CH:39][CH:38]=1. The catalyst is CN(C=O)C. The product is [Cl:36][C:37]1[CH:45]=[CH:44][C:40]([C:41]([NH:21][CH:18]([C@H:15]2[CH2:14][CH2:13][C@H:12]([O:11][C:4]3[C:5]4[C:10](=[CH:9][CH:8]=[CH:7][CH:6]=4)[N:1]=[CH:2][CH:3]=3)[CH2:17][CH2:16]2)[CH2:19][CH3:20])=[O:42])=[CH:39][CH:38]=1. The yield is 0.468. (3) No catalyst specified. The product is [NH2:26][C:13]1[N:14]([CH3:17])[C:15](=[O:16])[C:11]2([C:4]3[C:5](=[CH:6][CH:7]=[C:2]([Br:1])[CH:3]=3)[O:8][CH:9]([C:20]3[CH:25]=[CH:24][CH:23]=[CH:22][CH:21]=3)[CH2:10]2)[N:12]=1. The yield is 0.380. The reactants are [Br:1][C:2]1[CH:3]=[C:4]2[C:11]3([C:15](=[O:16])[N:14]([CH3:17])[C:13](SC)=[N:12]3)[CH2:10][CH:9]([C:20]3[CH:25]=[CH:24][CH:23]=[CH:22][CH:21]=3)[O:8][C:5]2=[CH:6][CH:7]=1.[NH4+:26].[I-].N.CCO.